This data is from NCI-60 drug combinations with 297,098 pairs across 59 cell lines. The task is: Regression. Given two drug SMILES strings and cell line genomic features, predict the synergy score measuring deviation from expected non-interaction effect. Drug 1: C1CC(=O)NC(=O)C1N2CC3=C(C2=O)C=CC=C3N. Drug 2: C(=O)(N)NO. Cell line: MOLT-4. Synergy scores: CSS=-14.5, Synergy_ZIP=-0.793, Synergy_Bliss=-17.1, Synergy_Loewe=-21.9, Synergy_HSA=-21.5.